From a dataset of Full USPTO retrosynthesis dataset with 1.9M reactions from patents (1976-2016). Predict the reactants needed to synthesize the given product. (1) Given the product [F:1][C:2]([CH3:29])([CH3:28])[CH2:3][N:4]1[CH2:9][CH2:8][CH:7]([CH2:10][O:11][C:12]2[CH:17]=[CH:16][C:15]([C:18]3[CH:19]=[CH:20][C:21]([C:24]([OH:26])=[O:25])=[CH:22][CH:23]=3)=[CH:14][CH:13]=2)[CH2:6][CH2:5]1, predict the reactants needed to synthesize it. The reactants are: [F:1][C:2]([CH3:29])([CH3:28])[CH2:3][N:4]1[CH2:9][CH2:8][CH:7]([CH2:10][O:11][C:12]2[CH:17]=[CH:16][C:15]([C:18]3[CH:23]=[CH:22][C:21]([C:24]([O:26]C)=[O:25])=[CH:20][CH:19]=3)=[CH:14][CH:13]=2)[CH2:6][CH2:5]1.CO.O.[Li+].[OH-]. (2) Given the product [CH3:1][C:2]1[CH:6]=[C:5]([NH:7][C:15]2[CH:23]=[CH:22][CH:21]=[CH:20][C:16]=2[C:17]([OH:19])=[O:18])[N:4]([C:8]2[CH:13]=[CH:12][CH:11]=[CH:10][N:9]=2)[N:3]=1, predict the reactants needed to synthesize it. The reactants are: [CH3:1][C:2]1[CH:6]=[C:5]([NH2:7])[N:4]([C:8]2[CH:13]=[CH:12][CH:11]=[CH:10][N:9]=2)[N:3]=1.I[C:15]1[CH:23]=[CH:22][CH:21]=[CH:20][C:16]=1[C:17]([OH:19])=[O:18].C(=O)([O-])[O-].[K+].[K+].O.